The task is: Binary Classification. Given a miRNA mature sequence and a target amino acid sequence, predict their likelihood of interaction.. This data is from Experimentally validated miRNA-target interactions with 360,000+ pairs, plus equal number of negative samples. The miRNA is ath-miR164b-5p with sequence UGGAGAAGCAGGGCACGUGCA. The protein sequence of the target gene is MSSRGGKKKSTKTSRSAKAGVIFPVGRMLRYIKKGHPKYRIGVGAPVYMAAVLEYLTAEILELAGNAARDNKKGRVTPRHILLAVANDEELNQLLKGVTIASGGVLPNIHPELLAKKRGSKGKLEAIITPPPAKKAKSPSQKKPVSKKAGGKKGARKSKKKQGEVSKAASADSTTEGTPADGFTVLSTKSLFLGQKLNLIHSEISNLAGFEVEAIINPTNADIDLKDDLGNTLEKKGGKEFVEAVLELRKKNGPLEVAGAAVSAGHGLPAKFVIHCNSPVWGADKCEELLEKTVKNCLAL.... Result: 0 (no interaction).